This data is from CYP2D6 substrate classification data from Carbon-Mangels et al.. The task is: Regression/Classification. Given a drug SMILES string, predict its absorption, distribution, metabolism, or excretion properties. Task type varies by dataset: regression for continuous measurements (e.g., permeability, clearance, half-life) or binary classification for categorical outcomes (e.g., BBB penetration, CYP inhibition). Dataset: cyp2d6_substrate_carbonmangels. (1) The molecule is CC(C)(C)NC[C@H](O)COc1cccc2c1CCC(=O)N2. The result is 1 (substrate). (2) The compound is CN1CCN(c2cc3c(cc2F)c(=O)c(C(=O)O)cn3-c2ccc(F)cc2)CC1. The result is 0 (non-substrate).